Regression. Given a peptide amino acid sequence and an MHC pseudo amino acid sequence, predict their binding affinity value. This is MHC class I binding data. From a dataset of Peptide-MHC class I binding affinity with 185,985 pairs from IEDB/IMGT. (1) The peptide sequence is AERGPGQML. The MHC is HLA-B44:03 with pseudo-sequence HLA-B44:03. The binding affinity (normalized) is 0.614. (2) The peptide sequence is QTSTWFGF. The MHC is Mamu-B01 with pseudo-sequence Mamu-B01. The binding affinity (normalized) is 0. (3) The peptide sequence is MMWYWGPSLY. The MHC is HLA-A03:01 with pseudo-sequence HLA-A03:01. The binding affinity (normalized) is 0.837. (4) The MHC is HLA-A11:01 with pseudo-sequence HLA-A11:01. The peptide sequence is CRTAFKPVL. The binding affinity (normalized) is 0.0847.